This data is from Reaction yield outcomes from USPTO patents with 853,638 reactions. The task is: Predict the reaction yield, written as a fraction of the theoretical maximum amount of product (1.0 means a 100% yield; for example, 0.34 means a 34% yield). The reactants are [CH2:1]([O:4][CH2:5][CH2:6][N:7]([CH3:9])[CH3:8])[CH:2]=[CH2:3].[CH3:10][O:11][SiH:12]([O:15][CH3:16])[O:13][CH3:14]. The catalyst is C([Si](C)(C)O[Si](C=C)(C)C)=C.[Pt].C1(C)C=CC=CC=1. The product is [CH3:8][N:7]([CH3:9])[CH2:6][CH2:5][O:4][CH2:1][CH2:2][CH2:3][Si:12]([O:15][CH3:16])([O:13][CH3:14])[O:11][CH3:10]. The yield is 0.860.